This data is from Full USPTO retrosynthesis dataset with 1.9M reactions from patents (1976-2016). The task is: Predict the reactants needed to synthesize the given product. Given the product [OH:1][C:2]([CH3:7])([CH3:6])[C:3]([O:5][CH2:14][C:13]1[CH:16]=[CH:17][C:10]([O:9][CH3:8])=[CH:11][CH:12]=1)=[O:4], predict the reactants needed to synthesize it. The reactants are: [OH:1][C:2]([CH3:7])([CH3:6])[C:3]([OH:5])=[O:4].[CH3:8][O:9][C:10]1[CH:17]=[CH:16][C:13]([CH2:14]Cl)=[CH:12][CH:11]=1.C(O)C.